From a dataset of NCI-60 drug combinations with 297,098 pairs across 59 cell lines. Regression. Given two drug SMILES strings and cell line genomic features, predict the synergy score measuring deviation from expected non-interaction effect. (1) Drug 1: CC1C(C(=O)NC(C(=O)N2CCCC2C(=O)N(CC(=O)N(C(C(=O)O1)C(C)C)C)C)C(C)C)NC(=O)C3=C4C(=C(C=C3)C)OC5=C(C(=O)C(=C(C5=N4)C(=O)NC6C(OC(=O)C(N(C(=O)CN(C(=O)C7CCCN7C(=O)C(NC6=O)C(C)C)C)C)C(C)C)C)N)C. Drug 2: CC1=C2C(C(=O)C3(C(CC4C(C3C(C(C2(C)C)(CC1OC(=O)C(C(C5=CC=CC=C5)NC(=O)C6=CC=CC=C6)O)O)OC(=O)C7=CC=CC=C7)(CO4)OC(=O)C)O)C)OC(=O)C. Cell line: RPMI-8226. Synergy scores: CSS=19.3, Synergy_ZIP=9.85, Synergy_Bliss=11.6, Synergy_Loewe=9.87, Synergy_HSA=10.2. (2) Drug 1: C1=CC=C(C=C1)NC(=O)CCCCCCC(=O)NO. Drug 2: C1=CN(C=N1)CC(O)(P(=O)(O)O)P(=O)(O)O. Cell line: MOLT-4. Synergy scores: CSS=31.3, Synergy_ZIP=8.16, Synergy_Bliss=9.57, Synergy_Loewe=-12.5, Synergy_HSA=5.59. (3) Drug 1: C1CCC(C1)C(CC#N)N2C=C(C=N2)C3=C4C=CNC4=NC=N3. Drug 2: CC12CCC3C(C1CCC2OP(=O)(O)O)CCC4=C3C=CC(=C4)OC(=O)N(CCCl)CCCl.[Na+]. Cell line: T-47D. Synergy scores: CSS=-6.53, Synergy_ZIP=6.69, Synergy_Bliss=-1.20, Synergy_Loewe=-6.90, Synergy_HSA=-6.37. (4) Drug 1: CC1=C2C(C(=O)C3(C(CC4C(C3C(C(C2(C)C)(CC1OC(=O)C(C(C5=CC=CC=C5)NC(=O)OC(C)(C)C)O)O)OC(=O)C6=CC=CC=C6)(CO4)OC(=O)C)OC)C)OC. Drug 2: C1=C(C(=O)NC(=O)N1)N(CCCl)CCCl. Cell line: TK-10. Synergy scores: CSS=48.9, Synergy_ZIP=-1.36, Synergy_Bliss=-2.06, Synergy_Loewe=-6.20, Synergy_HSA=1.96. (5) Drug 1: C1=CN(C(=O)N=C1N)C2C(C(C(O2)CO)O)O.Cl. Drug 2: COC1=C2C(=CC3=C1OC=C3)C=CC(=O)O2. Cell line: MCF7. Synergy scores: CSS=1.35, Synergy_ZIP=-0.732, Synergy_Bliss=-0.259, Synergy_Loewe=-0.989, Synergy_HSA=-1.08.